Dataset: Full USPTO retrosynthesis dataset with 1.9M reactions from patents (1976-2016). Task: Predict the reactants needed to synthesize the given product. (1) The reactants are: Br[CH2:2][C:3]1[CH:4]=[C:5]([CH:8]=[C:9]([N+:11]([O-:13])=[O:12])[CH:10]=1)[C:6]#[N:7].[NH:14]1[CH2:18][CH2:17][CH2:16][CH2:15]1.C(N(CC)CC)C. Given the product [N+:11]([C:9]1[CH:8]=[C:5]([CH:4]=[C:3]([CH2:2][N:14]2[CH2:18][CH2:17][CH2:16][CH2:15]2)[CH:10]=1)[C:6]#[N:7])([O-:13])=[O:12], predict the reactants needed to synthesize it. (2) Given the product [CH:1]([C:4]1[CH:5]=[C:6]([CH:9]=[CH:10][C:11]=1[O:12][CH3:13])[CH:7]=[C:17]1[C:16]2[C:20](=[CH:21][CH:22]=[CH:23][C:15]=2[CH3:14])[NH:19][C:18]1=[O:24])([CH3:3])[CH3:2], predict the reactants needed to synthesize it. The reactants are: [CH:1]([C:4]1[CH:5]=[C:6]([CH:9]=[CH:10][C:11]=1[O:12][CH3:13])[CH:7]=O)([CH3:3])[CH3:2].[CH3:14][C:15]1[CH:23]=[CH:22][CH:21]=[C:20]2[C:16]=1[CH2:17][C:18](=[O:24])[NH:19]2. (3) The reactants are: [CH3:1][C:2]1([CH3:19])[C:6]([CH3:8])([CH3:7])[O:5][B:4]([C:9]2[CH:14]=[CH:13][C:12](CC(O)=O)=[CH:11][CH:10]=2)[O:3]1.[CH3:20][CH:21]([CH3:24])[CH2:22][OH:23]. Given the product [CH3:7][C:6]1([CH3:8])[C:2]([CH3:19])([CH3:1])[O:3][B:4]([C:9]2[CH:10]=[CH:11][C:12]([CH2:7][CH2:6][C:2]([O:23][CH2:22][CH:21]([CH3:24])[CH3:20])=[O:3])=[CH:13][CH:14]=2)[O:5]1, predict the reactants needed to synthesize it. (4) Given the product [N:16]1[NH:17][C:2]([C:3]([O:5][CH2:6][CH3:7])=[O:4])=[C:8]2[CH2:9][O:10][CH2:11][CH2:12][C:13]=12, predict the reactants needed to synthesize it. The reactants are: O/[C:2](=[C:8]1/[CH2:9][O:10][CH2:11][CH2:12][C:13]/1=O)/[C:3]([O:5][CH2:6][CH3:7])=[O:4].Cl.[NH2:16][NH2:17]. (5) The reactants are: [NH2:1][C:2]1[S:6][N:5]=[C:4]([CH3:7])[C:3]=1[C:8]([NH:10][C:11]1[CH:12]=[N:13][C:14]([O:17][CH3:18])=[CH:15][CH:16]=1)=[O:9].Br[C:20]1[S:21][C:22]([C:26]([O:28][CH2:29][CH3:30])=[O:27])=[C:23]([CH3:25])[N:24]=1.C(=O)([O-])[O-].[Cs+].[Cs+].CC1(C)C2C(=C(P(C3C=CC=CC=3)C3C=CC=CC=3)C=CC=2)OC2C(P(C3C=CC=CC=3)C3C=CC=CC=3)=CC=CC1=2. Given the product [CH3:18][O:17][C:14]1[N:13]=[CH:12][C:11]([NH:10][C:8]([C:3]2[C:4]([CH3:7])=[N:5][S:6][C:2]=2[NH:1][C:20]2[S:21][C:22]([C:26]([O:28][CH2:29][CH3:30])=[O:27])=[C:23]([CH3:25])[N:24]=2)=[O:9])=[CH:16][CH:15]=1, predict the reactants needed to synthesize it. (6) Given the product [CH3:17][C:5]1[C:6]2[C:10]3[CH:11]=[CH:12][CH:13]=[CH:14][C:9]=3[S:8][C:7]=2[CH:15]=[CH:16][C:4]=1[N+:1]([O-:3])=[O:2], predict the reactants needed to synthesize it. The reactants are: [N+:1]([C:4]1[CH:16]=[CH:15][C:7]2[S:8][C:9]3[CH:14]=[CH:13][CH:12]=[CH:11][C:10]=3[C:6]=2[CH:5]=1)([O-:3])=[O:2].[CH3:17][Mg]Cl.ClC1C(=O)C(C#N)=C(C#N)C(=O)C=1Cl.